Dataset: Full USPTO retrosynthesis dataset with 1.9M reactions from patents (1976-2016). Task: Predict the reactants needed to synthesize the given product. (1) Given the product [Br:19][C:16]1[CH:17]=[CH:18][C:12]2[O:11][C:10]([C:4]3[CH:5]=[CH:6][C:7]([O:8][CH3:9])=[C:2]([N:1]4[C:29](=[O:30])[C:23]5[C:22](=[CH:21][CH:20]=[C:25]([C:26]([OH:28])=[O:27])[CH:24]=5)[C:32]4=[O:31])[CH:3]=3)=[N:14][C:13]=2[CH:15]=1, predict the reactants needed to synthesize it. The reactants are: [NH2:1][C:2]1[CH:3]=[C:4]([C:10]2[O:11][C:12]3[CH:18]=[CH:17][C:16]([Br:19])=[CH:15][C:13]=3[N:14]=2)[CH:5]=[CH:6][C:7]=1[O:8][CH3:9].[CH:20]1[C:25]([C:26]([OH:28])=[O:27])=[CH:24][C:23]2[C:29]([O:31][C:32](=O)[C:22]=2[CH:21]=1)=[O:30]. (2) Given the product [C:4]([C:6]1[C:7]([C:22]([F:25])([F:23])[F:24])=[CH:8][C:9]([N:12]2[C:16](=[O:17])[C:15]([CH3:18])=[C:14]([O:19][CH3:20])[CH:13]2[OH:21])=[N:10][CH:11]=1)(=[O:3])[CH3:5], predict the reactants needed to synthesize it. The reactants are: C([O:3][C:4]([C:6]1[C:7]([C:22]([F:25])([F:24])[F:23])=[CH:8][C:9]([N:12]2[C:16](=[O:17])[C:15]([CH3:18])=[C:14]([O:19][CH3:20])[CH:13]2[OH:21])=[N:10][CH:11]=1)=[CH2:5])C.Cl.C(=O)(O)[O-].[Na+].